Dataset: Full USPTO retrosynthesis dataset with 1.9M reactions from patents (1976-2016). Task: Predict the reactants needed to synthesize the given product. (1) Given the product [CH2:1]([N:8]1[CH2:12][C@H:11]([C:13]2[CH:18]=[CH:17][C:16]([Cl:19])=[C:15]([Cl:20])[CH:14]=2)[C@@H:10]([CH2:21][NH:34][CH3:33])[CH2:9]1)[C:2]1[CH:7]=[CH:6][CH:5]=[CH:4][CH:3]=1, predict the reactants needed to synthesize it. The reactants are: [CH2:1]([N:8]1[CH2:12][C@H:11]([C:13]2[CH:18]=[CH:17][C:16]([Cl:19])=[C:15]([Cl:20])[CH:14]=2)[C@@H:10]([CH2:21]OS(C2C=CC(C)=CC=2)(=O)=O)[CH2:9]1)[C:2]1[CH:7]=[CH:6][CH:5]=[CH:4][CH:3]=1.[CH3:33][NH2:34]. (2) Given the product [CH3:1][NH:2][C@H:3]([C:13]([NH:15][C@H:16]([C:21]([N:23]([C@@H:25]([CH:37]([CH3:39])[CH3:38])/[CH:26]=[C:27](/[P:29]([OH:31])([OH:34])=[O:30])\[CH3:28])[CH3:24])=[O:22])[C:17]([CH3:20])([CH3:19])[CH3:18])=[O:14])[C:4]([CH3:11])([CH3:12])[C:5]1[CH:6]=[CH:7][CH:8]=[CH:9][CH:10]=1, predict the reactants needed to synthesize it. The reactants are: [CH3:1][NH:2][C@H:3]([C:13]([NH:15][C@H:16]([C:21]([N:23]([C@@H:25]([CH:37]([CH3:39])[CH3:38])/[CH:26]=[C:27](/[P:29]([O:34]CC)([O:31]CC)=[O:30])\[CH3:28])[CH3:24])=[O:22])[C:17]([CH3:20])([CH3:19])[CH3:18])=[O:14])[C:4]([CH3:12])([CH3:11])[C:5]1[CH:10]=[CH:9][CH:8]=[CH:7][CH:6]=1.C[Si](Br)(C)C. (3) The reactants are: [N:1]1([C:7]2[C:8]3[N:16]=[C:15]([C:17]4[CH:18]=[N:19][CH:20]=[CH:21][CH:22]=4)[S:14][C:9]=3[N:10]=[C:11]([NH2:13])[N:12]=2)[CH2:6][CH2:5][NH:4][CH2:3][CH2:2]1.C(N(C(C)C)CC)(C)C.Cl[C:33]([O:35][C:36]1[CH:41]=[CH:40][C:39]([CH3:42])=[CH:38][CH:37]=1)=[O:34]. Given the product [NH2:13][C:11]1[N:12]=[C:7]([N:1]2[CH2:6][CH2:5][N:4]([C:33]([O:35][C:36]3[CH:41]=[CH:40][C:39]([CH3:42])=[CH:38][CH:37]=3)=[O:34])[CH2:3][CH2:2]2)[C:8]2[N:16]=[C:15]([C:17]3[CH:18]=[N:19][CH:20]=[CH:21][CH:22]=3)[S:14][C:9]=2[N:10]=1, predict the reactants needed to synthesize it. (4) Given the product [CH3:27][O:26][N:25]([CH3:24])[C:21]([C:11]1[C:12](=[O:20])[C:13]2[C:18](=[N:17][C:16]([CH3:19])=[CH:15][CH:14]=2)[N:9]([CH2:8][C:6]2[CH:5]=[CH:4][CH:3]=[C:2]([Br:1])[N:7]=2)[CH:10]=1)=[O:22], predict the reactants needed to synthesize it. The reactants are: [Br:1][C:2]1[N:7]=[C:6]([CH2:8][N:9]2[C:18]3[C:13](=[CH:14][CH:15]=[C:16]([CH3:19])[N:17]=3)[C:12](=[O:20])[C:11]([C:21](O)=[O:22])=[CH:10]2)[CH:5]=[CH:4][CH:3]=1.[CH3:24][NH:25][O:26][CH3:27].C(N(C(C)C)CC)(C)C.O. (5) Given the product [N:8]1([CH2:14][CH2:15][N:16]2[C:17](=[O:26])[C:18]3[C:19](=[CH:22][CH:23]=[CH:24][CH:25]=3)[C:20]2=[O:21])[CH:12]=[CH:11][N:10]=[CH:9]1, predict the reactants needed to synthesize it. The reactants are: C1(C)C=CC=CC=1.[NH:8]1[CH:12]=[CH:11][N:10]=[CH:9]1.Br[CH2:14][CH2:15][N:16]1[C:20](=[O:21])[C:19]2=[CH:22][CH:23]=[CH:24][CH:25]=[C:18]2[C:17]1=[O:26]. (6) Given the product [Cl:1][C:2]1[CH:7]=[CH:6][C:5]([Cl:8])=[CH:4][C:3]=1[CH:9]([C:28]1[CH:29]=[CH:30][C:25]([S:22]([CH3:21])(=[O:24])=[O:23])=[CH:26][CH:27]=1)[CH2:10][C:11]([C:13]1[CH:14]=[CH:15][C:16](=[O:20])[N:17]([CH3:19])[CH:18]=1)=[O:12], predict the reactants needed to synthesize it. The reactants are: [Cl:1][C:2]1[CH:7]=[CH:6][C:5]([Cl:8])=[CH:4][C:3]=1/[CH:9]=[CH:10]/[C:11]([C:13]1[CH:14]=[CH:15][C:16](=[O:20])[N:17]([CH3:19])[CH:18]=1)=[O:12].[CH3:21][S:22]([C:25]1[CH:30]=[CH:29][C:28](B(O)O)=[CH:27][CH:26]=1)(=[O:24])=[O:23].C(=O)([O-])O.[Na+]. (7) Given the product [CH3:23][C:18]1[CH:19]=[N:20][CH:21]=[CH:22][C:17]=1[O:14][CH:11]1[CH2:12][CH2:13][N:8]([C:1]([O:3][C:4]([CH3:7])([CH3:6])[CH3:5])=[O:2])[CH2:9][CH2:10]1, predict the reactants needed to synthesize it. The reactants are: [C:1]([N:8]1[CH2:13][CH2:12][CH:11]([OH:14])[CH2:10][CH2:9]1)([O:3][C:4]([CH3:7])([CH3:6])[CH3:5])=[O:2].Cl.Cl[C:17]1[CH:22]=[CH:21][N:20]=[CH:19][C:18]=1[CH3:23].